This data is from Forward reaction prediction with 1.9M reactions from USPTO patents (1976-2016). The task is: Predict the product of the given reaction. (1) The product is: [Cl:20][C:21]1[CH:26]=[CH:25][C:24]([C:2]2[O:6][C:5]([C:7]3[CH:12]=[CH:11][C:10]([F:13])=[CH:9][CH:8]=3)=[N:4][C:3]=2[C:14]([O:16][CH2:17][CH3:18])=[O:15])=[CH:23][C:22]=1[F:28]. Given the reactants Br[C:2]1[O:6][C:5]([C:7]2[CH:12]=[CH:11][C:10]([F:13])=[CH:9][CH:8]=2)=[N:4][C:3]=1[C:14]([O:16][CH2:17][CH3:18])=[O:15].[Br-].[Cl:20][C:21]1[CH:26]=[CH:25][C:24]([Zn+])=[CH:23][C:22]=1[F:28], predict the reaction product. (2) The product is: [ClH:31].[NH2:21][CH2:20][C:19]1[CH:18]=[CH:17][C:16]([C:14]([NH:13][CH2:1][CH2:2][CH2:3][CH2:4][CH2:5][CH2:6][CH2:7][CH2:8][CH2:9][CH2:10][CH2:11][CH3:12])=[O:15])=[CH:30][CH:29]=1. Given the reactants [CH2:1]([NH:13][C:14]([C:16]1[CH:30]=[CH:29][C:19]([CH2:20][NH:21]C(=O)OC(C)(C)C)=[CH:18][CH:17]=1)=[O:15])[CH2:2][CH2:3][CH2:4][CH2:5][CH2:6][CH2:7][CH2:8][CH2:9][CH2:10][CH2:11][CH3:12].[ClH:31], predict the reaction product. (3) Given the reactants [CH3:1][O:2][C:3]([N:5]1[C@@H:13]2[C@@H:8]([C@@:9]([OH:23])([C:14]#[C:15][C:16]3[CH:17]=[C:18]([CH3:22])[CH:19]=[CH:20][CH:21]=3)[CH2:10][CH2:11][CH2:12]2)[CH2:7][CH2:6]1)=[O:4].[CH3:24][C:25]1[CH:26]=[C:27]([CH:31]=[CH:32][CH:33]=1)[C:28](O)=[O:29], predict the reaction product. The product is: [CH3:24][C:25]1[CH:26]=[C:27]([CH:31]=[CH:32][CH:33]=1)[C:28]([O:23][C@@:9]1([C:14]#[C:15][C:16]2[CH:17]=[C:18]([CH3:22])[CH:19]=[CH:20][CH:21]=2)[CH2:10][CH2:11][CH2:12][C@@H:13]2[C@H:8]1[CH2:7][CH2:6][N:5]2[C:3]([O:2][CH3:1])=[O:4])=[O:29]. (4) The product is: [Cl:1][C:2]1[CH:7]=[CH:6][C:5]([C:8]2[N:13]=[C:12]([NH:14][C:22](=[O:29])[C:23]3[CH:28]=[CH:27][CH:26]=[N:25][CH:24]=3)[CH:11]=[N:10][C:9]=2[O:15][CH2:16][C:17]([F:18])([F:20])[F:19])=[CH:4][CH:3]=1. Given the reactants [Cl:1][C:2]1[CH:7]=[CH:6][C:5]([C:8]2[N:13]=[C:12]([NH2:14])[CH:11]=[N:10][C:9]=2[O:15][CH2:16][C:17]([F:20])([F:19])[F:18])=[CH:4][CH:3]=1.Cl.[C:22](Cl)(=[O:29])[C:23]1[CH:28]=[CH:27][CH:26]=[N:25][CH:24]=1, predict the reaction product. (5) The product is: [C:60]([O:15][C:16]([NH:18][CH2:19][C:20]1[N:21]([CH2:47][CH:48]([CH3:49])[CH3:50])[C:22](=[O:46])[C:23]2[C:28]([C:29]=1[C:30]1[CH:31]=[CH:32][CH:33]=[CH:34][CH:35]=1)=[CH:27][C:26]([C:36]1[S:37][CH:38]=[C:39]([C:41]([O:43][CH2:44][CH3:45])=[O:42])[N:40]=1)=[CH:25][CH:24]=2)=[O:17])([CH3:63])([CH3:62])[CH3:61]. Given the reactants C1C2C(C[O:15][C:16]([NH:18][CH2:19][C:20]3[N:21]([CH2:47][CH:48]([CH3:50])[CH3:49])[C:22](=[O:46])[C:23]4[C:28]([C:29]=3[C:30]3[CH:35]=[CH:34][CH:33]=[CH:32][CH:31]=3)=[CH:27][C:26]([C:36]3[S:37][CH:38]=[C:39]([C:41]([O:43][CH2:44][CH3:45])=[O:42])[N:40]=3)=[CH:25][CH:24]=4)=[O:17])C3C(=CC=CC=3)C=2C=CC=1.N1CCCC1.O.C(OC(O[C:60]([CH3:63])([CH3:62])[CH3:61])=O)(O[C:60]([CH3:63])([CH3:62])[CH3:61])=O, predict the reaction product. (6) Given the reactants [CH3:1][O:2][C:3](=[O:18])[C:4]1[CH:9]=[C:8]([N+:10]([O-:12])=[O:11])[C:7]([C:13]([F:16])([F:15])[F:14])=[CH:6][C:5]=1[NH2:17].[C:19](OC(=O)C)(=[O:21])[CH3:20], predict the reaction product. The product is: [CH3:1][O:2][C:3](=[O:18])[C:4]1[CH:9]=[C:8]([N+:10]([O-:12])=[O:11])[C:7]([C:13]([F:16])([F:15])[F:14])=[CH:6][C:5]=1[NH:17][C:19](=[O:21])[CH3:20].